From a dataset of Full USPTO retrosynthesis dataset with 1.9M reactions from patents (1976-2016). Predict the reactants needed to synthesize the given product. (1) Given the product [C:1]([N:26]1[CH2:25][CH2:24][N:23]([C:22]2[CH:21]=[CH:20][C:19]([C:29]3[N:30]=[C:31]([O:39][C@@H:40]([C@H:42]4[CH2:46][NH:45][C:44](=[O:47])[CH2:43]4)[CH3:41])[C:32]4[N:33]([N:35]=[CH:36][C:37]=4[CH3:38])[CH:34]=3)=[CH:18][C:17]=2[O:16][CH3:15])[CH2:28][CH2:27]1)(=[O:3])[CH3:2], predict the reactants needed to synthesize it. The reactants are: [C:1](OC(=O)C)(=[O:3])[CH3:2].FC(F)(F)C(O)=O.[CH3:15][O:16][C:17]1[CH:18]=[C:19]([C:29]2[N:30]=[C:31]([O:39][C@@H:40]([C@H:42]3[CH2:46][NH:45][C:44](=[O:47])[CH2:43]3)[CH3:41])[C:32]3[N:33]([N:35]=[CH:36][C:37]=3[CH3:38])[CH:34]=2)[CH:20]=[CH:21][C:22]=1[N:23]1[CH2:28][CH2:27][NH:26][CH2:25][CH2:24]1.C(N(CC)CC)C. (2) The reactants are: [CH3:1][O:2][C:3]1[N:8]=[C:7]([N:9]2[CH:13]=[C:12]([CH3:14])[N:11]=[CH:10]2)[C:6]([NH:15][C:16](=O)[CH3:17])=[CH:5][CH:4]=1.O=P12OP3(OP(OP(O3)(O1)=O)(=O)O2)=O. Given the product [CH3:1][O:2][C:3]1[CH:4]=[CH:5][C:6]2[N:15]=[C:16]([CH3:17])[C:13]3[N:9]([CH:10]=[N:11][C:12]=3[CH3:14])[C:7]=2[N:8]=1, predict the reactants needed to synthesize it. (3) The reactants are: Br[C:2]1[CH:7]=[CH:6][N:5]=[C:4]2[NH:8][C:9]([C:11]3[CH:12]=[N:13][N:14]([CH3:16])[CH:15]=3)=[N:10][C:3]=12.CC1(C)C(C)(C)OB([C:25]2[CH:30]=[CH:29][C:28]([C:31]3([NH:34][C:35]([C:37]4[O:38][C:39]([C:42]([CH3:45])([CH3:44])[CH3:43])=[N:40][N:41]=4)=[O:36])[CH2:33][CH2:32]3)=[CH:27][CH:26]=2)O1.P([O-])([O-])([O-])=O.[K+].[K+].[K+].C([O-])(=O)C.[Na+].C(#N)C. Given the product [CH3:16][N:14]1[CH:15]=[C:11]([C:9]2[NH:8][C:4]3=[N:5][CH:6]=[CH:7][C:2]([C:25]4[CH:26]=[CH:27][C:28]([C:31]5([NH:34][C:35]([C:37]6[O:38][C:39]([C:42]([CH3:45])([CH3:44])[CH3:43])=[N:40][N:41]=6)=[O:36])[CH2:33][CH2:32]5)=[CH:29][CH:30]=4)=[C:3]3[N:10]=2)[CH:12]=[N:13]1, predict the reactants needed to synthesize it. (4) Given the product [CH:1]1([N:6]2[CH2:7][CH2:8][N:9]([C:12]([C:14]3[CH:15]=[C:16]4[C:20](=[CH:21][CH:22]=3)[N:19]([S:36]([CH3:35])(=[O:38])=[O:37])[C:18]([C:23]([N:25]3[CH2:26][CH2:27][C:28]([F:31])([F:32])[CH2:29][CH2:30]3)=[O:24])=[CH:17]4)=[O:13])[CH2:10][CH2:11]2)[CH2:5][CH2:4][CH2:3][CH2:2]1, predict the reactants needed to synthesize it. The reactants are: [CH:1]1([N:6]2[CH2:11][CH2:10][N:9]([C:12]([C:14]3[CH:15]=[C:16]4[C:20](=[CH:21][CH:22]=3)[NH:19][C:18]([C:23]([N:25]3[CH2:30][CH2:29][C:28]([F:32])([F:31])[CH2:27][CH2:26]3)=[O:24])=[CH:17]4)=[O:13])[CH2:8][CH2:7]2)[CH2:5][CH2:4][CH2:3][CH2:2]1.[H-].[Na+].[CH3:35][S:36](Cl)(=[O:38])=[O:37]. (5) Given the product [ClH:25].[ClH:25].[ClH:25].[ClH:25].[F:1][C:2]1[CH:7]=[CH:6][C:5]([CH:8]([N:16]2[CH2:17][CH2:18][N:19]([CH:22]([CH3:24])[CH3:23])[CH2:20][CH2:21]2)[CH2:9][N:10]2[CH2:15][CH2:14][NH:13][CH2:12][CH2:11]2)=[CH:4][CH:3]=1, predict the reactants needed to synthesize it. The reactants are: [F:1][C:2]1[CH:7]=[CH:6][C:5]([CH:8]([N:16]2[CH2:21][CH2:20][N:19]([CH:22]([CH3:24])[CH3:23])[CH2:18][CH2:17]2)[CH2:9][N:10]2[CH2:15][CH2:14][NH:13][CH2:12][CH2:11]2)=[CH:4][CH:3]=1.[ClH:25].O1CCOCC1. (6) The reactants are: [N:1]1([C:7]([O:9][C:10]([CH3:13])([CH3:12])[CH3:11])=[O:8])[CH2:6][CH2:5][NH:4][CH2:3][CH2:2]1.Br[C:15]1[S:16][C:17]([C:20]([O:22][CH3:23])=[O:21])=[CH:18][N:19]=1.C1(C2CCCCCCCCCC=2)CCCCCCCCNN=1.Cl. Given the product [CH3:23][O:22][C:20]([C:17]1[S:16][C:15]([N:4]2[CH2:5][CH2:6][N:1]([C:7]([O:9][C:10]([CH3:13])([CH3:12])[CH3:11])=[O:8])[CH2:2][CH2:3]2)=[N:19][CH:18]=1)=[O:21], predict the reactants needed to synthesize it.